From a dataset of Skin sensitization/reaction prediction data. Regression/Classification. Given a drug SMILES string, predict its toxicity properties. Task type varies by dataset: regression for continuous values (e.g., LD50, hERG inhibition percentage) or binary classification for toxic/non-toxic outcomes (e.g., AMES mutagenicity, cardiotoxicity, hepatotoxicity). Dataset: skin_reaction. (1) The molecule is CCOC(=O)CC1CC2CCC(C1)N2C. The result is 1 (causes skin reaction). (2) The drug is Clc1nc(Cl)nc(Cl)n1. The result is 1 (causes skin reaction). (3) The compound is O=C(O)CCC(=O)O. The result is 0 (no skin reaction). (4) The compound is C=CCc1ccc(O)c(OC(C)C)c1. The result is 0 (no skin reaction).